This data is from Full USPTO retrosynthesis dataset with 1.9M reactions from patents (1976-2016). The task is: Predict the reactants needed to synthesize the given product. (1) Given the product [C:35]([O:34][C:32](=[O:33])[NH:1][C@H:2]([C@@H:23]1[CH2:24][C@@H:25]([CH:29]([CH3:31])[CH3:30])[C:26](=[O:28])[O:27]1)[CH2:3][C@H:4]([CH2:8][C:9]1[CH:14]=[C:13]([O:15][CH2:16][CH2:17][CH2:18][O:19][CH3:20])[CH:12]=[C:11]([O:21][CH3:22])[CH:10]=1)[CH:5]([CH3:6])[CH3:7])([CH3:38])([CH3:37])[CH3:36], predict the reactants needed to synthesize it. The reactants are: [NH2:1][C@H:2]([C@H:23]1[O:27][C:26](=[O:28])[C@H:25]([CH:29]([CH3:31])[CH3:30])[CH2:24]1)[CH2:3][C@H:4]([CH2:8][C:9]1[CH:14]=[C:13]([O:15][CH2:16][CH2:17][CH2:18][O:19][CH3:20])[CH:12]=[C:11]([O:21][CH3:22])[CH:10]=1)[CH:5]([CH3:7])[CH3:6].[C:32](O[C:32]([O:34][C:35]([CH3:38])([CH3:37])[CH3:36])=[O:33])([O:34][C:35]([CH3:38])([CH3:37])[CH3:36])=[O:33].C(N(C(C)C)C(C)C)C. (2) Given the product [O:17]1[CH2:18][CH2:19][N:14]([CH2:13][CH2:12][N:8]2[C:9]3[C:4](=[CH:3][C:2]([NH2:1])=[CH:11][CH:10]=3)[CH2:5][CH2:6][CH2:7]2)[CH2:15][CH2:16]1, predict the reactants needed to synthesize it. The reactants are: [NH2:1][C:2]1[CH:3]=[C:4]2[C:9](=[CH:10][CH:11]=1)[N:8]([CH2:12][CH2:13][N:14]1[CH2:19][CH2:18][O:17][CH2:16][CH2:15]1)[C:7](=O)[CH2:6][CH2:5]2.[H-].[Al+3].[Li+].[H-].[H-].[H-]. (3) The reactants are: [C:1]([O:5][C:6]([NH:8][C@H:9]([CH2:18][N:19]([CH3:29])[C:20]([O:22][CH2:23][CH2:24][Si:25]([CH3:28])([CH3:27])[CH3:26])=[O:21])[C@@H:10]([CH:12]1[CH2:17][CH2:16][CH2:15][CH2:14][CH2:13]1)[OH:11])=[O:7])([CH3:4])([CH3:3])[CH3:2].CC(OI1(OC(C)=O)(OC(C)=O)OC(=O)C2C=CC=CC1=2)=O. Given the product [C:1]([O:5][C:6]([NH:8][C@H:9]([CH2:18][N:19]([CH3:29])[C:20]([O:22][CH2:23][CH2:24][Si:25]([CH3:27])([CH3:26])[CH3:28])=[O:21])[C:10]([CH:12]1[CH2:17][CH2:16][CH2:15][CH2:14][CH2:13]1)=[O:11])=[O:7])([CH3:4])([CH3:3])[CH3:2], predict the reactants needed to synthesize it. (4) The reactants are: [OH:1][C:2]1[CH:9]=[CH:8][CH:7]=[CH:6][C:3]=1[CH:4]=[O:5].C(=O)([O-])[O-].[K+].[K+].Cl.[BH4-].[Na+].[C:19](O)(=O)[CH2:20][C:21](CC(O)=O)(C(O)=O)O. Given the product [CH:20]([O:1][C:2]1[CH:9]=[CH:8][CH:7]=[CH:6][C:3]=1[CH2:4][OH:5])([CH3:21])[CH3:19], predict the reactants needed to synthesize it. (5) Given the product [NH:22]1[C:26]2[CH:27]=[CH:28][CH:29]=[CH:30][C:25]=2[N:24]=[C:23]1[C:31]1[C:32]([NH2:38])=[N:33][CH:34]=[C:35]([S:8][C:4]2[CH:5]=[CH:6][CH:7]=[C:2]([F:1])[CH:3]=2)[N:36]=1, predict the reactants needed to synthesize it. The reactants are: [F:1][C:2]1[CH:3]=[C:4]([SH:8])[CH:5]=[CH:6][CH:7]=1.CN(P(N(C)C)(N(C)C)=O)C.[H-].[Na+].[NH:22]1[C:26]2[CH:27]=[CH:28][CH:29]=[CH:30][C:25]=2[N:24]=[C:23]1[C:31]1[C:32]([NH2:38])=[N:33][CH:34]=[C:35](Br)[N:36]=1. (6) Given the product [Cl:1][C:2]1[CH:3]=[C:4]2[C:8](=[CH:9][CH:10]=1)[NH:7][CH:6]=[C:5]2[CH2:11][NH:12][C:13](=[O:22])[C:14]1[CH:19]=[CH:18][C:17]([CH2:20][C:28]2[CH:27]=[CH:26][CH:25]=[C:24]([F:23])[CH:29]=2)=[CH:16][CH:15]=1, predict the reactants needed to synthesize it. The reactants are: [Cl:1][C:2]1[CH:3]=[C:4]2[C:8](=[CH:9][CH:10]=1)[NH:7][CH:6]=[C:5]2[CH2:11][NH:12][C:13](=[O:22])[C:14]1[CH:19]=[CH:18][C:17]([CH2:20]Cl)=[CH:16][CH:15]=1.[F:23][C:24]1[CH:25]=[C:26](B(O)O)[CH:27]=[CH:28][CH:29]=1.C(=O)([O-])[O-].[Na+].[Na+].[I-].[Na+]. (7) Given the product [CH3:1][N:2]1[CH:6]=[C:5]([N+:13]([O-:15])=[O:14])[C:4]([N:7]2[CH2:11][CH2:10][O:9][C:8]2=[O:12])=[N:3]1, predict the reactants needed to synthesize it. The reactants are: [CH3:1][N:2]1[CH:6]=[CH:5][C:4]([N:7]2[CH2:11][CH2:10][O:9][C:8]2=[O:12])=[N:3]1.[N+:13]([O-])([OH:15])=[O:14].[OH-].[Na+].